This data is from Forward reaction prediction with 1.9M reactions from USPTO patents (1976-2016). The task is: Predict the product of the given reaction. (1) Given the reactants [CH3:1][C:2]1[S:3][C:4]([C:7]([O:9]C)=O)=[CH:5][N:6]=1.O.[NH3:12], predict the reaction product. The product is: [CH3:1][C:2]1[S:3][C:4]([C:7]([NH2:12])=[O:9])=[CH:5][N:6]=1. (2) Given the reactants [NH2:1][C:2]1[CH:3]=[C:4]2[C:8](=[CH:9][CH:10]=1)[N:7]([CH2:11][CH2:12][N:13]([CH2:16]C)[CH2:14]C)[CH:6]=[CH:5]2.[S:18]1[CH:22]=[C:21]([S:23](Cl)(=[O:25])=[O:24])[C:20]2[CH:27]=[CH:28][CH:29]=[CH:30][C:19]1=2, predict the reaction product. The product is: [CH3:16][N:13]([CH3:14])[CH2:12][CH2:11][N:7]1[C:8]2[C:4](=[CH:3][C:2]([NH:1][S:23]([C:21]3[C:20]4[CH:27]=[CH:28][CH:29]=[CH:30][C:19]=4[S:18][CH:22]=3)(=[O:24])=[O:25])=[CH:10][CH:9]=2)[CH:5]=[CH:6]1. (3) Given the reactants Cl[C:2]1[C:7]2[N:8]=[C:9]([CH2:18][O:19][CH2:20][CH3:21])[N:10]([NH:11][CH:12]3[CH2:17][CH2:16]OCC3)[C:6]=2[C:5]([CH3:22])=[C:4]([CH3:23])[N:3]=1.[CH:24]([O-:26])=O.[NH4+].[CH3:28]O, predict the reaction product. The product is: [CH2:20]([O:19][CH2:18][C:9]1[N:10]([NH:11][CH:12]2[CH2:17][CH2:16][CH2:28][CH2:24][O:26]2)[C:6]2[C:5]([CH3:22])=[C:4]([CH3:23])[N:3]=[CH:2][C:7]=2[N:8]=1)[CH3:21].